From a dataset of NCI-60 drug combinations with 297,098 pairs across 59 cell lines. Regression. Given two drug SMILES strings and cell line genomic features, predict the synergy score measuring deviation from expected non-interaction effect. (1) Drug 1: CC(CN1CC(=O)NC(=O)C1)N2CC(=O)NC(=O)C2. Drug 2: C(CN)CNCCSP(=O)(O)O. Cell line: TK-10. Synergy scores: CSS=23.9, Synergy_ZIP=1.27, Synergy_Bliss=6.35, Synergy_Loewe=6.88, Synergy_HSA=6.75. (2) Drug 1: CN(CC1=CN=C2C(=N1)C(=NC(=N2)N)N)C3=CC=C(C=C3)C(=O)NC(CCC(=O)O)C(=O)O. Drug 2: C1=CC=C(C=C1)NC(=O)CCCCCCC(=O)NO. Cell line: SW-620. Synergy scores: CSS=72.3, Synergy_ZIP=0.519, Synergy_Bliss=-1.24, Synergy_Loewe=-7.26, Synergy_HSA=-0.768. (3) Drug 1: CCCS(=O)(=O)NC1=C(C(=C(C=C1)F)C(=O)C2=CNC3=C2C=C(C=N3)C4=CC=C(C=C4)Cl)F. Drug 2: CC1=C(C=C(C=C1)NC(=O)C2=CC=C(C=C2)CN3CCN(CC3)C)NC4=NC=CC(=N4)C5=CN=CC=C5. Cell line: NCI-H460. Synergy scores: CSS=9.96, Synergy_ZIP=15.7, Synergy_Bliss=20.9, Synergy_Loewe=18.2, Synergy_HSA=18.6. (4) Drug 1: C1CN1P(=S)(N2CC2)N3CC3. Drug 2: C1CC(C1)(C(=O)O)C(=O)O.[NH2-].[NH2-].[Pt+2]. Cell line: LOX IMVI. Synergy scores: CSS=39.4, Synergy_ZIP=-9.20, Synergy_Bliss=-1.10, Synergy_Loewe=-3.54, Synergy_HSA=3.68. (5) Drug 1: C1CCC(CC1)NC(=O)N(CCCl)N=O. Drug 2: CCCS(=O)(=O)NC1=C(C(=C(C=C1)F)C(=O)C2=CNC3=C2C=C(C=N3)C4=CC=C(C=C4)Cl)F. Cell line: T-47D. Synergy scores: CSS=1.03, Synergy_ZIP=-3.13, Synergy_Bliss=-3.94, Synergy_Loewe=-7.01, Synergy_HSA=-5.18.